This data is from Forward reaction prediction with 1.9M reactions from USPTO patents (1976-2016). The task is: Predict the product of the given reaction. (1) Given the reactants [NH2:1][C:2]1[CH:3]=[CH:4][C:5]([CH3:21])=[C:6]([C:8]2[CH:13]=[CH:12][C:11]([C:14]([NH:16][CH2:17][CH:18]3[CH2:20][CH2:19]3)=[O:15])=[CH:10][CH:9]=2)[CH:7]=1.[Cl:22][C:23]1[CH:24]=[C:25]([C:29]2[O:33][C:32]([C:34](O)=[O:35])=[CH:31][CH:30]=2)[CH:26]=[CH:27][CH:28]=1.Cl.CN(C)CCCN=C=NCC.C1C=CC2N(O)N=NC=2C=1.CCN(C(C)C)C(C)C, predict the reaction product. The product is: [CH:18]1([CH2:17][NH:16][C:14]([C:11]2[CH:12]=[CH:13][C:8]([C:6]3[C:5]([CH3:21])=[CH:4][CH:3]=[C:2]([NH:1][C:34]([C:32]4[O:33][C:29]([C:25]5[CH:26]=[CH:27][CH:28]=[C:23]([Cl:22])[CH:24]=5)=[CH:30][CH:31]=4)=[O:35])[CH:7]=3)=[CH:9][CH:10]=2)=[O:15])[CH2:20][CH2:19]1. (2) Given the reactants [C:1]([O:5][C:6]([N:8]1[CH2:13][CH2:12][CH2:11][CH2:10][C@H:9]1[C:14]([OH:16])=O)=[O:7])([CH3:4])([CH3:3])[CH3:2].C(Cl)(=O)OCC(C)C.[NH2:25][C:26]1[CH:30]=[C:29]([Br:31])[S:28][C:27]=1[C:32]([NH2:34])=[O:33].C(=O)([O-])O.[Na+], predict the reaction product. The product is: [Br:31][C:29]1[S:28][C:27]([C:32](=[O:33])[NH2:34])=[C:26]([NH:25][C:14]([CH:9]2[CH2:10][CH2:11][CH2:12][CH2:13][N:8]2[C:6]([O:5][C:1]([CH3:2])([CH3:3])[CH3:4])=[O:7])=[O:16])[CH:30]=1. (3) Given the reactants Br[C:2]1[CH:7]=[CH:6][CH:5]=[CH:4][C:3]=1[CH2:8][C:9]#[N:10].[CH3:11][C:12]1[CH:17]=[CH:16][CH:15]=[CH:14][C:13]=1B(O)O.C(=O)([O-])[O-].[K+].[K+].C1(C)C=CC=CC=1, predict the reaction product. The product is: [CH3:11][C:12]1[CH:17]=[CH:16][CH:15]=[CH:14][C:13]=1[C:2]1[CH:7]=[CH:6][CH:5]=[CH:4][C:3]=1[CH2:8][C:9]#[N:10]. (4) Given the reactants [CH2:1]([NH:8][C:9]([C:11]1[S:15][C:14]([N:16]2[CH2:20][CH2:19][NH:18][C:17]2=[O:21])=[N:13][C:12]=1[CH3:22])=[O:10])[C:2]1[CH:7]=[CH:6][CH:5]=[CH:4][CH:3]=1.[C:23](=O)([O-])[O-].[K+].[K+].ClC[C:31]1[CH:38]=[CH:37][C:34]([C:35]#[N:36])=[CH:33][CH:32]=1, predict the reaction product. The product is: [CH2:1]([NH:8][C:9]([C:11]1[S:15][C:14]([N:16]2[CH2:20][CH2:19][N:18]([CH2:23][C:34]3([C:35]#[N:36])[CH:33]=[CH:32][CH:31]=[CH:38][CH2:37]3)[C:17]2=[O:21])=[N:13][C:12]=1[CH3:22])=[O:10])[C:2]1[CH:7]=[CH:6][CH:5]=[CH:4][CH:3]=1.